Dataset: Peptide-MHC class I binding affinity with 185,985 pairs from IEDB/IMGT. Task: Regression. Given a peptide amino acid sequence and an MHC pseudo amino acid sequence, predict their binding affinity value. This is MHC class I binding data. (1) The peptide sequence is NASQHPQQV. The MHC is HLA-B27:05 with pseudo-sequence HLA-B27:05. The binding affinity (normalized) is 0.0847. (2) The peptide sequence is RLYYDSMSY. The MHC is HLA-A69:01 with pseudo-sequence HLA-A69:01. The binding affinity (normalized) is 0.0847. (3) The peptide sequence is DARYCSEFI. The MHC is HLA-A02:06 with pseudo-sequence HLA-A02:06. The binding affinity (normalized) is 0.